Task: Predict the reaction yield, written as a fraction of the theoretical maximum amount of product (1.0 means a 100% yield; for example, 0.34 means a 34% yield).. Dataset: Reaction yield outcomes from USPTO patents with 853,638 reactions (1) The yield is 0.760. The product is [C:25]([O:24][C:23](=[O:29])[NH:22][C@@H:19]1[CH2:20][CH2:21][N:17]([CH:5]2[CH2:6][CH2:7][C:2]([OH:1])([C:9]3[S:13][C:12]([CH:14]([CH3:16])[CH3:15])=[N:11][CH:10]=3)[CH2:3][CH2:4]2)[CH2:18]1)([CH3:28])([CH3:26])[CH3:27]. The catalyst is C(Cl)Cl.[Pd]. The reactants are [OH:1][C:2]1([C:9]2[S:13][C:12]([CH:14]([CH3:16])[CH3:15])=[N:11][CH:10]=2)[CH2:7][CH2:6][C:5](=O)[CH2:4][CH2:3]1.[NH:17]1[CH2:21][CH2:20][C@@H:19]([NH:22][C:23](=[O:29])[O:24][C:25]([CH3:28])([CH3:27])[CH3:26])[CH2:18]1. (2) The reactants are [Br:1][C:2]1[CH:10]=[C:9]2[C:5]([C:6]([CH3:28])=[CH:7][N:8]2[S:11]([C:14]2[CH:19]=[CH:18][C:17]([O:20][CH3:21])=[C:16]([N:22]3[CH2:27][CH2:26][NH:25][CH2:24][CH2:23]3)[CH:15]=2)(=[O:13])=[O:12])=[CH:4][CH:3]=1.[C:29]([BH3-])#N.[Na+].C=O. The catalyst is CO. The product is [Br:1][C:2]1[CH:10]=[C:9]2[C:5]([C:6]([CH3:28])=[CH:7][N:8]2[S:11]([C:14]2[CH:19]=[CH:18][C:17]([O:20][CH3:21])=[C:16]([N:22]3[CH2:23][CH2:24][N:25]([CH3:29])[CH2:26][CH2:27]3)[CH:15]=2)(=[O:13])=[O:12])=[CH:4][CH:3]=1. The yield is 0.985. (3) The reactants are [CH2:1]([N:3]1[CH2:9][CH2:8][C:7]2[CH:10]=[C:11]([NH2:14])[CH:12]=[CH:13][C:6]=2[CH2:5][CH2:4]1)[CH3:2].Cl[C:16]1[N:21]=[C:20]([NH:22][CH2:23][CH2:24][NH:25][S:26]([CH3:29])(=[O:28])=[O:27])[C:19]([Cl:30])=[CH:18][N:17]=1.Cl.O1CCOCC1. The catalyst is CC(O)C. The product is [Cl:30][C:19]1[C:20]([NH:22][CH2:23][CH2:24][NH:25][S:26]([CH3:29])(=[O:28])=[O:27])=[N:21][C:16]([NH:14][C:11]2[CH:12]=[CH:13][C:6]3[CH2:5][CH2:4][N:3]([CH2:1][CH3:2])[CH2:9][CH2:8][C:7]=3[CH:10]=2)=[N:17][CH:18]=1. The yield is 0.430. (4) The reactants are [CH3:1][S:2]([O:5][CH2:6][CH3:7])(=[O:4])=[O:3].[Li]CC[CH2:11][CH3:12].CCCC[CH2:17][CH3:18].[P:19](Cl)([O-])(OCC)=[O:20]. The catalyst is C1COCC1. The product is [CH2:17]([P:19]([CH2:1][S:2]([O:5][CH2:6][CH3:7])(=[O:4])=[O:3])([CH2:11][CH3:12])=[O:20])[CH3:18]. The yield is 0.800. (5) The reactants are [Cl:1][C:2]1[CH:7]=[CH:6][N:5]=[C:4]2[CH:8]=[C:9]([C:11]([O-:13])=O)[S:10][C:3]=12.[Li+].S(Cl)(Cl)=O.[NH:19]1[CH2:22][CH2:21][CH2:20]1. No catalyst specified. The product is [N:19]1([C:11]([C:9]2[S:10][C:3]3[C:4](=[N:5][CH:6]=[CH:7][C:2]=3[Cl:1])[CH:8]=2)=[O:13])[CH2:22][CH2:21][CH2:20]1. The yield is 0.830. (6) The reactants are C(OC(=O)[NH:6][C:7]1[CH:12]=[CH:11][CH:10]=[C:9]([C:13]2[N:14]=[C:15]([N:25]3[CH2:30][CH2:29][O:28][CH2:27][CH2:26]3)[S:16][C:17]=2[C:18]2[CH:23]=[CH:22][N:21]=[C:20]([Cl:24])[N:19]=2)[C:8]=1[O:31][CH3:32])C=C.C(O)(=O)C.C([SnH](CCCC)CCCC)CCC. The catalyst is C(Cl)Cl.Cl[Pd](Cl)([P](C1C=CC=CC=1)(C1C=CC=CC=1)C1C=CC=CC=1)[P](C1C=CC=CC=1)(C1C=CC=CC=1)C1C=CC=CC=1. The product is [Cl:24][C:20]1[N:19]=[C:18]([C:17]2[S:16][C:15]([N:25]3[CH2:26][CH2:27][O:28][CH2:29][CH2:30]3)=[N:14][C:13]=2[C:9]2[C:8]([O:31][CH3:32])=[C:7]([CH:12]=[CH:11][CH:10]=2)[NH2:6])[CH:23]=[CH:22][N:21]=1. The yield is 0.791. (7) The reactants are [N:1]([CH2:4][C@H:5]1[CH2:9][CH2:8][C:7](=[O:10])[N:6]1[C:11]1[CH:41]=[C:40]([F:42])[CH:39]=[CH:38][C:12]=1[CH2:13][NH:14][C:15]([C:17]1[N:18]=[C:19]2[N:24]([C:25](=[O:35])[C:26]=1[O:27]CC1C=CC=CC=1)[CH2:23][CH2:22][O:21][C:20]2([CH3:37])[CH3:36])=[O:16])=[N+:2]=[N-:3].C(C(O)=O)(F)(F)F.C1(C)C=CC=CC=1. The catalyst is C(Cl)Cl. The product is [N:1]([CH2:4][C@H:5]1[CH2:9][CH2:8][C:7](=[O:10])[N:6]1[C:11]1[CH:41]=[C:40]([F:42])[CH:39]=[CH:38][C:12]=1[CH2:13][NH:14][C:15]([C:17]1[N:18]=[C:19]2[N:24]([C:25](=[O:35])[C:26]=1[OH:27])[CH2:23][CH2:22][O:21][C:20]2([CH3:37])[CH3:36])=[O:16])=[N+:2]=[N-:3]. The yield is 0.310. (8) The reactants are Cl.[Cl:2][C:3]1[CH:4]=[C:5]([C:10]23[CH2:15][CH:14]2[CH2:13][NH:12][CH2:11]3)[CH:6]=[CH:7][C:8]=1[Cl:9].ICC.CCN(C(C)C)[CH:22]([CH3:24])[CH3:23]. The catalyst is CN(C=O)C. The product is [Cl:2][C:3]1[CH:4]=[C:5]([C:10]23[CH2:15][CH:14]2[CH2:13][N:12]([CH:22]([CH3:24])[CH3:23])[CH2:11]3)[CH:6]=[CH:7][C:8]=1[Cl:9]. The yield is 0.490. (9) The reactants are [Cl:1][C:2]1[CH:7]=[CH:6][C:5]([CH:8]2[CH2:12][CH2:11][CH2:10][C:9]2=[O:13])=[CH:4][CH:3]=1.[C:14](Cl)([N:16]=[C:17]=[O:18])=[O:15]. The catalyst is C(OCC)(=O)C. The product is [Cl:1][C:2]1[CH:3]=[CH:4][C:5]([CH:8]2[C:9]3[O:13][C:17](=[O:18])[NH:16][C:14](=[O:15])[C:10]=3[CH2:11][CH2:12]2)=[CH:6][CH:7]=1. The yield is 0.511. (10) The reactants are Cl[CH2:2][C:3](=O)[CH2:4][C:5]([O-:7])=[O:6].[C:9]([NH2:12])(=[O:11])[CH3:10].[C:13](O)(=O)[CH3:14]. No catalyst specified. The product is [CH2:13]([O:7][C:5]([C:4]1[O:11][C:9]([CH3:10])=[N:12][C:3]=1[CH3:2])=[O:6])[CH3:14]. The yield is 0.0900.